Task: Regression. Given a peptide amino acid sequence and an MHC pseudo amino acid sequence, predict their binding affinity value. This is MHC class II binding data.. Dataset: Peptide-MHC class II binding affinity with 134,281 pairs from IEDB The peptide sequence is VPRRGPRGGPGRSYA. The MHC is DRB1_0901 with pseudo-sequence DRB1_0901. The binding affinity (normalized) is 0.0901.